From a dataset of Orexin1 receptor HTS with 218,158 compounds and 233 confirmed actives. Binary Classification. Given a drug SMILES string, predict its activity (active/inactive) in a high-throughput screening assay against a specified biological target. The molecule is OCCC1N(C2CCCC2)CCN(C1)Cc1n(ccn1)c1ccc(OC)cc1. The result is 0 (inactive).